Task: Predict hERG channel inhibition at various concentrations.. Dataset: hERG Central: cardiac toxicity at 1µM, 10µM, and general inhibition (1) The molecule is COc1ccc(-c2cc(CCCC(=O)N3CCN(C(=O)c4ccco4)CC3)no2)cc1. Results: hERG_inhib (hERG inhibition (general)): blocker. (2) The molecule is CC(=O)c1cccc(CN2CCN(Cc3ccc(C)cc3)C(CCO)C2)c1. Results: hERG_inhib (hERG inhibition (general)): blocker. (3) The drug is CCCN1CCC(=O)N([C@H](CSc2ccccc2)CC(C)C)CC1. Results: hERG_inhib (hERG inhibition (general)): blocker. (4) Results: hERG_inhib (hERG inhibition (general)): blocker. The molecule is CCN(CC)CCCN(C(=O)c1cccs1)c1nc(-c2ccc(OC)cc2)cs1. (5) The molecule is O=C(CN1CCN(c2ccc(O)cc2)CC1)Nc1ccc(SC(F)F)cc1. Results: hERG_inhib (hERG inhibition (general)): blocker. (6) The drug is COc1ccc(CCC(C)N2CCC(CO)(Cc3ccccc3)CC2)cc1. Results: hERG_inhib (hERG inhibition (general)): blocker.